The task is: Predict the reactants needed to synthesize the given product.. This data is from Full USPTO retrosynthesis dataset with 1.9M reactions from patents (1976-2016). (1) Given the product [CH2:25]([O:24][C:22]([C:21]1([CH2:6][CH2:7][C:8]2[CH:13]=[CH:12][CH:11]=[CH:10][CH:9]=2)[CH2:28][C:27]([CH3:37])=[CH:20][NH:19]1)=[O:23])[CH3:26], predict the reactants needed to synthesize it. The reactants are: [N+](C(C)C(OC(=O)C)[CH2:6][CH2:7][C:8]1[CH:13]=[CH:12][CH:11]=[CH:10][CH:9]=1)([O-])=O.[N+:19]([CH2:21][C:22]([O:24][CH2:25][CH3:26])=[O:23])#[C-:20].[CH2:27]1[CH2:37]CN2C(=NCCC2)C[CH2:28]1. (2) Given the product [Br:1][C:2]1[S:6][C:5]([C:7]([NH:16][CH3:15])=[O:8])=[C:4]([NH:11][C:12]([NH2:14])=[O:13])[CH:3]=1, predict the reactants needed to synthesize it. The reactants are: [Br:1][C:2]1[S:6][C:5]([C:7](OC)=[O:8])=[C:4]([NH:11][C:12]([NH2:14])=[O:13])[CH:3]=1.[CH3:15][NH2:16]. (3) Given the product [ClH:37].[F:1][C:2]1[C:7]([C:8]2[CH:9]=[C:10]([CH2:21][NH:22][CH3:23])[S:11][C:12]=2[S:13]([C:16]2[CH:20]=[CH:19][S:18][CH:17]=2)(=[O:14])=[O:15])=[CH:6][CH:5]=[CH:4][N:3]=1, predict the reactants needed to synthesize it. The reactants are: [F:1][C:2]1[C:7]([C:8]2[CH:9]=[C:10]([CH2:21][N:22](C)[C:23](=O)OC(C)(C)C)[S:11][C:12]=2[S:13]([C:16]2[CH:20]=[CH:19][S:18][CH:17]=2)(=[O:15])=[O:14])=[CH:6][CH:5]=[CH:4][N:3]=1.C(OCC)(=O)C.[ClH:37]. (4) The reactants are: [CH3:1][N:2]1[CH2:7][CH2:6][C:5]([C:27]2[CH:32]=[CH:31][C:30]([F:33])=[CH:29][CH:28]=2)([CH:8]([O:22][CH:23]=[CH:24][O:25][CH3:26])[C:9]2[C:18]3[C:13](=[CH:14][CH:15]=[CH:16][CH:17]=3)[C:12]([O:19][CH3:20])=[C:11](I)[CH:10]=2)[CH2:4][CH2:3]1.[Cu][C:35]#[N:36].C([O-])(O)=O.[Na+]. Given the product [CH3:1][N:2]1[CH2:7][CH2:6][C:5]([C:27]2[CH:32]=[CH:31][C:30]([F:33])=[CH:29][CH:28]=2)([CH:8]([O:22][CH:23]=[CH:24][O:25][CH3:26])[C:9]2[C:18]3[C:13](=[CH:14][CH:15]=[CH:16][CH:17]=3)[C:12]([O:19][CH3:20])=[C:11]([C:35]#[N:36])[CH:10]=2)[CH2:4][CH2:3]1, predict the reactants needed to synthesize it. (5) Given the product [NH2:4][CH2:5][C:6]1([CH2:10][NH:11][C:18]([C:12]2[CH:17]=[CH:16][CH:15]=[CH:14][CH:13]=2)([C:25]2[CH:26]=[CH:27][CH:28]=[CH:29][CH:30]=2)[C:19]2[CH:20]=[CH:21][CH:22]=[CH:23][CH:24]=2)[CH2:9][O:8][CH2:7]1, predict the reactants needed to synthesize it. The reactants are: ClCCl.[NH2:4][CH2:5][C:6]1([CH2:10][NH2:11])[CH2:9][O:8][CH2:7]1.[C:12]1([C:18](Cl)([C:25]2[CH:30]=[CH:29][CH:28]=[CH:27][CH:26]=2)[C:19]2[CH:24]=[CH:23][CH:22]=[CH:21][CH:20]=2)[CH:17]=[CH:16][CH:15]=[CH:14][CH:13]=1.C(=O)(O)[O-].[Na+].